From a dataset of Full USPTO retrosynthesis dataset with 1.9M reactions from patents (1976-2016). Predict the reactants needed to synthesize the given product. (1) Given the product [CH:6]([C:5]1[NH:16][C:14](=[O:15])[C:13]([C:11]#[N:12])=[CH:3][CH:4]=1)([CH3:8])[CH3:7], predict the reactants needed to synthesize it. The reactants are: CN(C)[CH:3]=[CH:4][C:5](=O)[CH:6]([CH3:8])[CH3:7].[C:11]([CH2:13][C:14]([NH2:16])=[O:15])#[N:12].C(O)(=O)C.N1CCCCC1. (2) Given the product [Cl:1][C:2]1[CH:3]=[C:4]2[C:14]([CH2:15][CH2:16][OH:17])=[C:13]([Si:12]([CH2:20][CH3:21])([CH2:10][CH3:11])[CH2:18][CH3:19])[NH:8][C:5]2=[N:6][CH:7]=1.[Cl:22][C:3]1[CH:4]=[C:5]2[C:33](=[CH:7][C:2]=1[Cl:1])[NH:31][C:13]([Si:12]([CH2:10][CH3:11])([CH2:18][CH3:19])[CH2:20][CH3:21])=[C:14]2[CH2:15][CH2:16][OH:17], predict the reactants needed to synthesize it. The reactants are: [Cl:1][C:2]1[CH:3]=[C:4](I)[C:5]([NH2:8])=[N:6][CH:7]=1.[CH2:10]([Si:12]([CH2:20][CH3:21])([CH2:18][CH3:19])[C:13]#[C:14][CH2:15][CH2:16][OH:17])[CH3:11].[Cl-:22].[Li+].C(=O)([O-])[O-].[Na+].[Na+].C[N:31]([CH:33]=O)C. (3) Given the product [ClH:1].[CH3:21][N:22]1[C:26]([C:27]2[CH:28]=[N:29][CH:30]=[CH:31][CH:32]=2)=[CH:25][N:24]=[C:23]1[S:33][CH2:2][CH2:3][CH2:4][N:5]1[CH2:10][C@H:9]2[C@:7]([C:11]3[CH:16]=[CH:15][C:14]([C:17]([F:20])([F:19])[F:18])=[CH:13][CH:12]=3)([CH2:8]2)[CH2:6]1, predict the reactants needed to synthesize it. The reactants are: [Cl:1][CH2:2][CH2:3][CH2:4][N:5]1[CH2:10][C@H:9]2[C@:7]([C:11]3[CH:16]=[CH:15][C:14]([C:17]([F:20])([F:19])[F:18])=[CH:13][CH:12]=3)([CH2:8]2)[CH2:6]1.[CH3:21][N:22]1[C:26]([C:27]2[CH:28]=[N:29][CH:30]=[CH:31][CH:32]=2)=[CH:25][NH:24][C:23]1=[S:33]. (4) Given the product [N+:12]([C:15]1[CH:23]=[CH:22][C:18]([C:19]2[S:11][C:3]3[CH:4]=[C:5]([C:6]4[S:11][C:3]5[CH:4]=[CH:5][CH:9]=[CH:10][C:2]=5[N:1]=4)[CH:9]=[CH:10][C:2]=3[N:1]=2)=[CH:17][CH:16]=1)([O-:14])=[O:13], predict the reactants needed to synthesize it. The reactants are: [NH2:1][C:2]1[CH:10]=[CH:9][C:5]([C:6](O)=O)=[CH:4][C:3]=1[SH:11].[N+:12]([C:15]1[CH:23]=[CH:22][C:18]([C:19](Cl)=O)=[CH:17][CH:16]=1)([O-:14])=[O:13]. (5) Given the product [ClH:31].[F:27][C:25]1[CH:26]=[C:21]([CH:22]=[C:23]([F:29])[C:24]=1[F:28])[CH2:20][CH:5]([C:4]([OH:30])=[O:3])[NH2:6], predict the reactants needed to synthesize it. The reactants are: C([O:3][C:4](=[O:30])[CH:5]([CH2:20][C:21]1[CH:26]=[C:25]([F:27])[C:24]([F:28])=[C:23]([F:29])[CH:22]=1)[N:6]=C(C1C=CC=CC=1)C1C=CC=CC=1)C.[ClH:31]. (6) Given the product [C:1]([NH:14][CH:15]1[CH2:16][CH2:17][C:18](=[O:20])[NH:19][C:21]1=[O:23])(=[O:13])[CH2:2][CH2:3][CH2:4][CH2:5][CH2:6][CH2:7][CH2:8][CH2:9][CH2:10][CH2:11][CH3:12], predict the reactants needed to synthesize it. The reactants are: [C:1]([NH:14][C@H:15]([C:21]([OH:23])=O)[CH2:16][CH2:17][C:18](=[O:20])[NH2:19])(=[O:13])[CH2:2][CH2:3][CH2:4][CH2:5][CH2:6][CH2:7][CH2:8][CH2:9][CH2:10][CH2:11][CH3:12].ON1C2C=CC=CC=2N=N1.C(N=C=NC(C)C)(C)C. (7) Given the product [CH2:4]1[C:5]2[C:13]3[CH:12]=[CH:11][CH:10]=[CH:9][C:8]=3[NH:7][C:6]=2[C:16]([C:17]([O:19][CH:20]([CH3:22])[CH3:21])=[O:18])=[CH:15][NH:2][CH2:3]1, predict the reactants needed to synthesize it. The reactants are: Cl.[NH2:2][CH2:3][CH2:4][C:5]1[C:13]2[C:8](=[CH:9][CH:10]=[CH:11][CH:12]=2)[NH:7][CH:6]=1.Br[CH2:15][C:16](=O)[C:17]([O:19][CH:20]([CH3:22])[CH3:21])=[O:18].C(O)(C)C.C. (8) The reactants are: [F:1][C:2]([F:15])([F:14])[S:3]([O:6]S(C(F)(F)F)(=O)=O)(=[O:5])=[O:4].[C:16]([C:18]1[C:27](O)=[C:26]2[C:21]([CH:22]=[CH:23][C:24]([C:29]([O:31][CH3:32])=[O:30])=[CH:25]2)=[CH:20][CH:19]=1)#[N:17].C(N(CC)CC)C.ClCCl. Given the product [C:16]([C:18]1[C:27]([O:6][S:3]([C:2]([F:15])([F:14])[F:1])(=[O:5])=[O:4])=[C:26]2[C:21]([CH:22]=[CH:23][C:24]([C:29]([O:31][CH3:32])=[O:30])=[CH:25]2)=[CH:20][CH:19]=1)#[N:17], predict the reactants needed to synthesize it. (9) Given the product [NH2:17][C:15]1[CH:14]=[CH:13][C:3]([O:4][C:5]2[CH:6]=[C:7]([CH:10]=[CH:11][CH:12]=2)[C:8]#[N:9])=[C:2]([Cl:1])[CH:16]=1, predict the reactants needed to synthesize it. The reactants are: [Cl:1][C:2]1[CH:16]=[C:15]([N+:17]([O-])=O)[CH:14]=[CH:13][C:3]=1[O:4][C:5]1[CH:6]=[C:7]([CH:10]=[CH:11][CH:12]=1)[C:8]#[N:9].[Cl-].[Ca+2].[Cl-].